From a dataset of Forward reaction prediction with 1.9M reactions from USPTO patents (1976-2016). Predict the product of the given reaction. (1) Given the reactants [C:1]([O:5][C:6]([N:8]1[CH2:20][C@@H:19]([CH3:21])[N:18]2[C@H:10]([CH2:11][C:12]3[C:17]2=[N:16][C:15]([CH2:22][OH:23])=[CH:14][CH:13]=3)[CH2:9]1)=[O:7])([CH3:4])([CH3:3])[CH3:2].[Br:24]N1C(=O)CCC1=O, predict the reaction product. The product is: [C:1]([O:5][C:6]([N:8]1[CH2:20][C@@H:19]([CH3:21])[N:18]2[C@H:10]([CH2:11][C:12]3[C:17]2=[N:16][C:15]([CH2:22][OH:23])=[C:14]([Br:24])[CH:13]=3)[CH2:9]1)=[O:7])([CH3:2])([CH3:4])[CH3:3]. (2) Given the reactants [C:1]([O:5][C:6](=[O:19])[NH:7][CH2:8][C:9]1[C:17]2[S:16][CH:15]=[C:14](Br)[C:13]=2[CH:12]=[CH:11][CH:10]=1)([CH3:4])([CH3:3])[CH3:2].C[C:21]([N:23](C)C)=O, predict the reaction product. The product is: [C:1]([O:5][C:6](=[O:19])[NH:7][CH2:8][C:9]1[C:17]2[S:16][CH:15]=[C:14]([C:21]#[N:23])[C:13]=2[CH:12]=[CH:11][CH:10]=1)([CH3:4])([CH3:3])[CH3:2]. (3) Given the reactants COC(=O)[C:4]1[CH:9]=[CH:8][CH:7]=[CH:6][C:5]=1CC[C@@H](O)[C@@H](NC(OC(C)(C)C)=O)C[C:4]1[CH:9]=[CH:8][CH:7]=[CH:6][CH:5]=1.[OH-].[Na+].C[N:34]1[CH2:39][CH2:38][O:37]CC1.CCN=C=NCCCN(C)C.C1C=CC2N(O)N=NC=2C=1, predict the reaction product. The product is: [C:4]1([C@H:39]([CH2:38][OH:37])[NH2:34])[CH:9]=[CH:8][CH:7]=[CH:6][CH:5]=1. (4) Given the reactants [Si]([O:8][CH2:9][CH2:10][S:11]([C:14]1[CH:15]=[C:16]2[C:20](=[CH:21][CH:22]=1)[N:19]([C:23]1[N:28]=[CH:27][N:26]=[C:25]([O:29][CH:30]3[CH2:35][CH2:34][N:33]([C:36]([O:38][CH:39]([CH3:41])[CH3:40])=[O:37])[CH2:32][CH2:31]3)[CH:24]=1)[CH2:18][CH2:17]2)(=[O:13])=[O:12])(C(C)(C)C)(C)C.Cl, predict the reaction product. The product is: [OH:8][CH2:9][CH2:10][S:11]([C:14]1[CH:15]=[C:16]2[C:20](=[CH:21][CH:22]=1)[N:19]([C:23]1[N:28]=[CH:27][N:26]=[C:25]([O:29][CH:30]3[CH2:35][CH2:34][N:33]([C:36]([O:38][CH:39]([CH3:41])[CH3:40])=[O:37])[CH2:32][CH2:31]3)[CH:24]=1)[CH2:18][CH2:17]2)(=[O:12])=[O:13]. (5) Given the reactants [CH:1]([C:4]1[CH:9]=[CH:8][C:7]([C:10]2[S:14][C:13](=[O:15])[N:12]([C:16]3[CH:25]=[CH:24][C:19]([C:20]([O:22]C)=[O:21])=[CH:18][CH:17]=3)[N:11]=2)=[CH:6][CH:5]=1)([CH3:3])[CH3:2].B(Br)(Br)Br, predict the reaction product. The product is: [CH:1]([C:4]1[CH:5]=[CH:6][C:7]([C:10]2[S:14][C:13](=[O:15])[N:12]([C:16]3[CH:25]=[CH:24][C:19]([C:20]([OH:22])=[O:21])=[CH:18][CH:17]=3)[N:11]=2)=[CH:8][CH:9]=1)([CH3:3])[CH3:2]. (6) Given the reactants [C:1]([C:4]1[CH:31]=[CH:30][C:7]([CH2:8][N:9]2[C:15]3[CH:16]=[CH:17][CH:18]=[CH:19][C:14]=3[CH2:13][N:12]([C:20](=[O:28])[C:21]3[CH:26]=[CH:25][C:24]([Cl:27])=[CH:23][CH:22]=3)[CH2:11][C:10]2=[O:29])=[CH:6][CH:5]=1)([OH:3])=O.[NH:32]1[CH2:36][CH2:35][CH2:34][CH2:33]1.C(N(CC)CC)C, predict the reaction product. The product is: [N:32]1([C:1]([C:4]2[CH:5]=[CH:6][C:7]([CH2:8][N:9]3[C:15]4[CH:16]=[CH:17][CH:18]=[CH:19][C:14]=4[CH2:13][N:12]([C:20](=[O:28])[C:21]4[CH:26]=[CH:25][C:24]([Cl:27])=[CH:23][CH:22]=4)[CH2:11][C:10]3=[O:29])=[CH:30][CH:31]=2)=[O:3])[CH2:36][CH:35]=[CH:34][CH2:33]1. (7) Given the reactants [CH3:1][O:2][C:3](=[O:16])[C:4]1[CH:12]=[C:11]([N+:13]([O-:15])=[O:14])[CH:10]=[C:6]([C:7]([O-])=[O:8])[CH:5]=1.B.C1COCC1, predict the reaction product. The product is: [OH:8][CH2:7][C:6]1[CH:5]=[C:4]([CH:12]=[C:11]([N+:13]([O-:15])=[O:14])[CH:10]=1)[C:3]([O:2][CH3:1])=[O:16]. (8) Given the reactants [CH3:1][N:2]([CH3:23])[C:3]1[CH:22]=[CH:21][C:6]([CH2:7][NH:8][S:9]([C:12]2[CH:17]=[CH:16][C:15]([N+:18]([O-])=O)=[CH:14][CH:13]=2)(=[O:11])=[O:10])=[CH:5][CH:4]=1, predict the reaction product. The product is: [NH2:18][C:15]1[CH:14]=[CH:13][C:12]([S:9]([NH:8][CH2:7][C:6]2[CH:21]=[CH:22][C:3]([N:2]([CH3:23])[CH3:1])=[CH:4][CH:5]=2)(=[O:10])=[O:11])=[CH:17][CH:16]=1.